This data is from M1 muscarinic receptor agonist screen with 61,833 compounds. The task is: Binary Classification. Given a drug SMILES string, predict its activity (active/inactive) in a high-throughput screening assay against a specified biological target. The drug is O=c1c2nc(N(Cc3ccccc3)C(=O)C)ncc2n2c(c1C#N)cccc2. The result is 1 (active).